Dataset: Forward reaction prediction with 1.9M reactions from USPTO patents (1976-2016). Task: Predict the product of the given reaction. (1) Given the reactants [C:1]1([C:23]2[CH2:24][CH2:25][CH2:26][CH2:27][CH:28]=2)[CH:6]=[CH:5][C:4]([C:7]2[N:11]=[CH:10][N:9]([C:12]3[CH:17]=[CH:16][C:15]([O:18][C:19]([F:22])([F:21])[F:20])=[CH:14][CH:13]=3)[N:8]=2)=[CH:3][CH:2]=1.ClC1C=C(C=CC=1)C(OO)=[O:34], predict the reaction product. The product is: [C:23]12([C:1]3[CH:2]=[CH:3][C:4]([C:7]4[N:11]=[CH:10][N:9]([C:12]5[CH:13]=[CH:14][C:15]([O:18][C:19]([F:20])([F:21])[F:22])=[CH:16][CH:17]=5)[N:8]=4)=[CH:5][CH:6]=3)[O:34][CH:24]1[CH2:25][CH2:26][CH2:27][CH2:28]2. (2) Given the reactants [NH2:1][C:2]1[N:6]([CH3:7])[NH:5][C:4](=[O:8])[CH:3]=1.[Br:9][C:10]1[CH:11]=[C:12]([CH:15]=[CH:16][C:17]=1[F:18])[CH:13]=O.[CH3:19][C:20]1([CH3:28])[CH2:25][CH2:24][C:23](=O)[CH2:22][C:21]1=[O:27], predict the reaction product. The product is: [Br:9][C:10]1[CH:11]=[C:12]([CH:13]2[C:22]3[C:21](=[O:27])[C:20]([CH3:28])([CH3:19])[CH2:25][CH2:24][C:23]=3[NH:1][C:2]3[N:6]([CH3:7])[NH:5][C:4](=[O:8])[C:3]2=3)[CH:15]=[CH:16][C:17]=1[F:18]. (3) Given the reactants C([O:5][C:6]([C:8]1[NH:17][C:16]2[CH2:15][CH2:14][CH2:13][N:12]([CH2:18][CH2:19][N:20]3[CH2:25][CH2:24][O:23][CH2:22][CH2:21]3)[C:11](=[O:26])[C:10]=2[C:9]=1[CH3:27])=O)(C)(C)C.FC(F)(F)C(O)=O.C(OC(OCC)OCC)C, predict the reaction product. The product is: [CH3:27][C:9]1[C:10]2[C:11](=[O:26])[N:12]([CH2:18][CH2:19][N:20]3[CH2:21][CH2:22][O:23][CH2:24][CH2:25]3)[CH2:13][CH2:14][CH2:15][C:16]=2[NH:17][C:8]=1[CH:6]=[O:5]. (4) Given the reactants [Li+].CC([N-]C(C)C)C.[F:9][C:10]1[CH:15]=[CH:14][C:13]([C:16]2[CH:21]=[C:20]([CH3:22])[CH:19]=[C:18]([C:23]3[CH:28]=[CH:27][C:26]([C:29]([F:32])([F:31])[F:30])=[CH:25][CH:24]=3)[N:17]=2)=[CH:12][CH:11]=1.[C:33](=O)([O:36]C)[O:34][CH3:35], predict the reaction product. The product is: [CH3:35][O:34][C:33](=[O:36])[CH2:22][C:20]1[CH:19]=[C:18]([C:23]2[CH:28]=[CH:27][C:26]([C:29]([F:32])([F:30])[F:31])=[CH:25][CH:24]=2)[N:17]=[C:16]([C:13]2[CH:12]=[CH:11][C:10]([F:9])=[CH:15][CH:14]=2)[CH:21]=1. (5) Given the reactants C([O:4][C:5]1[CH:10]=[C:9]([C:11]#[N:12])[C:8](Br)=[C:7]([C:14]#[N:15])[C:6]=1[O:16]C(=O)C)(=O)C.C([Sn](CCCC)(CCCC)[C:25]1[O:26][CH:27]=[CH:28][CH:29]=1)CCC, predict the reaction product. The product is: [O:26]1[CH:27]=[CH:28][CH:29]=[C:25]1[C:8]1[C:7]([C:14]#[N:15])=[C:6]([OH:16])[C:5]([OH:4])=[CH:10][C:9]=1[C:11]#[N:12]. (6) Given the reactants [F:1][C:2]([F:59])([F:58])[C:3]([C:12]1[CH:17]=[CH:16][C:15](C(OC([C:15]2[CH:16]=[CH:17][C:12]([C:3]([O:8][CH2:9][O:10][CH3:11])([C:4]([F:6])([F:5])[F:7])[C:2]([F:58])([F:59])[F:1])=[CH:13][C:14]=2[CH2:55][CH2:56][CH3:57])C2C=CC=CC=2)C2C=CC=CC=2)=[C:14]([CH2:55][CH2:56][CH3:57])[CH:13]=1)([O:8][CH2:9][O:10][CH3:11])[C:4]([F:7])([F:6])[F:5].C[OH:61], predict the reaction product. The product is: [F:59][C:2]([F:1])([F:58])[C:3]([C:12]1[CH:17]=[CH:16][C:15]([OH:61])=[C:14]([CH2:55][CH2:56][CH3:57])[CH:13]=1)([O:8][CH2:9][O:10][CH3:11])[C:4]([F:7])([F:5])[F:6].